Dataset: Full USPTO retrosynthesis dataset with 1.9M reactions from patents (1976-2016). Task: Predict the reactants needed to synthesize the given product. (1) Given the product [C:38]([C:30]1[CH:29]=[C:28]([C:25]2[S:24][C:23]([C:18]3[CH:19]=[CH:20][CH:21]=[C:22]4[C:17]=3[CH2:16][CH2:15][CH2:14][C@H:13]4[NH:8][CH2:9][C:10]([OH:12])=[O:11])=[N:27][N:26]=2)[CH:33]=[CH:32][C:31]=1[O:34][CH:35]([CH3:37])[CH3:36])#[N:39], predict the reactants needed to synthesize it. The reactants are: C(OC([N:8]([C@H:13]1[C:22]2[C:17](=[C:18]([C:23]3[S:24][C:25]([C:28]4[CH:33]=[CH:32][C:31]([O:34][CH:35]([CH3:37])[CH3:36])=[C:30]([C:38]#[N:39])[CH:29]=4)=[N:26][N:27]=3)[CH:19]=[CH:20][CH:21]=2)[CH2:16][CH2:15][CH2:14]1)[CH2:9][C:10]([OH:12])=[O:11])=O)(C)(C)C. (2) Given the product [F:12][C:11]1[C:2]([F:1])=[C:3]2[C:4]([CH:16]=[CH:15][CH:14]([CH:17]3[CH2:18][CH2:19][CH:20]([CH2:23][CH2:24][CH3:25])[CH2:21][CH2:22]3)[O:13]2)=[C:5]2[CH2:6][CH2:7][CH2:8][O:9][C:10]=12, predict the reactants needed to synthesize it. The reactants are: [F:1][C:2]1[C:11]([F:12])=[C:10]2[C:5]([CH2:6][CH2:7][CH2:8][O:9]2)=[CH:4][C:3]=1[O:13][CH:14]([CH:17]1[CH2:22][CH2:21][CH:20]([CH2:23][CH2:24][CH3:25])[CH2:19][CH2:18]1)[C:15]#[CH:16].[F-].[K+].O.Cl.